From a dataset of Peptide-MHC class II binding affinity with 134,281 pairs from IEDB. Regression. Given a peptide amino acid sequence and an MHC pseudo amino acid sequence, predict their binding affinity value. This is MHC class II binding data. (1) The MHC is HLA-DPA10201-DPB10501 with pseudo-sequence HLA-DPA10201-DPB10501. The binding affinity (normalized) is 0.572. The peptide sequence is FLNFLEANGLNAIDF. (2) The peptide sequence is TCGFVDERGLYKSLK. The MHC is HLA-DPA10201-DPB10501 with pseudo-sequence HLA-DPA10201-DPB10501. The binding affinity (normalized) is 0.392. (3) The binding affinity (normalized) is 0.872. The MHC is DRB1_0101 with pseudo-sequence DRB1_0101. The peptide sequence is NKIPFLLLSGSPITN. (4) The peptide sequence is SERPQASGVYMGNLT. The MHC is H-2-IEd with pseudo-sequence H-2-IEd. The binding affinity (normalized) is 0.0895. (5) The peptide sequence is VAISRYLGKQFGLSG. The MHC is HLA-DQA10201-DQB10202 with pseudo-sequence HLA-DQA10201-DQB10202. The binding affinity (normalized) is 0.126. (6) The peptide sequence is LVVRMYLSSQAIRLV. The MHC is HLA-DQA10501-DQB10201 with pseudo-sequence HLA-DQA10501-DQB10201. The binding affinity (normalized) is 0.378. (7) The MHC is HLA-DPA10201-DPB10101 with pseudo-sequence HLA-DPA10201-DPB10101. The binding affinity (normalized) is 0.164. The peptide sequence is MANSRAFALVLLFCA. (8) The peptide sequence is FFLLTRILTIPQSLD. The MHC is HLA-DPA10103-DPB10401 with pseudo-sequence HLA-DPA10103-DPB10401. The binding affinity (normalized) is 1.00.